From a dataset of Forward reaction prediction with 1.9M reactions from USPTO patents (1976-2016). Predict the product of the given reaction. (1) Given the reactants [Cl:1][CH2:2][C:3]1[CH:4]=[C:5]([CH:18]=[CH:19][CH:20]=1)[O:6][C:7]1[CH:12]=[CH:11][C:10]([C:13]([F:16])([F:15])[F:14])=[CH:9][N+:8]=1[O-].O=P(Cl)(Cl)[Cl:23].C(=O)(O)[O-].[Na+], predict the reaction product. The product is: [Cl:23][C:9]1[C:10]([C:13]([F:16])([F:15])[F:14])=[CH:11][CH:12]=[C:7]([O:6][C:5]2[CH:18]=[CH:19][CH:20]=[C:3]([CH2:2][Cl:1])[CH:4]=2)[N:8]=1. (2) Given the reactants Cl.[CH2:2]([O:4][C:5]1[CH:6]=[C:7]2[C:12](=[CH:13][C:14]=1[O:15][CH2:16][CH3:17])[N:11]=[CH:10][N:9]=[C:8]2[NH:18][C:19]1[CH:20]=[C:21]([C:25](=[O:27])[CH3:26])[CH:22]=[CH:23][CH:24]=1)[CH3:3].[Br:28]Br, predict the reaction product. The product is: [BrH:28].[Br:28][CH2:26][C:25]([C:21]1[CH:22]=[CH:23][CH:24]=[C:19]([NH:18][C:8]2[C:7]3[C:12](=[CH:13][C:14]([O:15][CH2:16][CH3:17])=[C:5]([O:4][CH2:2][CH3:3])[CH:6]=3)[N:11]=[CH:10][N:9]=2)[CH:20]=1)=[O:27]. (3) Given the reactants [Cl:1][C:2]1[CH:3]=[C:4]([CH:15]=[CH:16][C:17]=1[F:18])[O:5][C:6]1[CH:11]=[CH:10][C:9]([CH2:12][OH:13])=[CH:8][C:7]=1[F:14].Cl[C:20]1[CH:30]=[C:24]2[N:25]([CH3:29])[CH2:26][CH2:27][CH2:28][N:23]2[C:22](=[O:31])[N:21]=1, predict the reaction product. The product is: [Cl:1][C:2]1[CH:3]=[C:4]([CH:15]=[CH:16][C:17]=1[F:18])[O:5][C:6]1[CH:11]=[CH:10][C:9]([CH2:12][O:13][C:20]2[CH:30]=[C:24]3[N:25]([CH3:29])[CH2:26][CH2:27][CH2:28][N:23]3[C:22](=[O:31])[N:21]=2)=[CH:8][C:7]=1[F:14]. (4) Given the reactants Cl[C:2]1[CH:7]=[C:6]([NH:8][C:9]2[CH:18]=[CH:17][CH:16]=[CH:15][C:10]=2[C:11]([NH:13][CH3:14])=[O:12])[C:5]([Cl:19])=[CH:4][N:3]=1.[CH2:20]([N:22]1[C:26]([NH2:27])=[CH:25][C:24]([CH2:28][CH2:29][N:30]2[CH2:34][CH2:33][CH2:32][CH2:31]2)=[N:23]1)[CH3:21].C(=O)([O-])[O-].[Cs+].[Cs+].C1C=CC(P(C2C(C3C(P(C4C=CC=CC=4)C4C=CC=CC=4)=CC=C4C=3C=CC=C4)=C3C(C=CC=C3)=CC=2)C2C=CC=CC=2)=CC=1, predict the reaction product. The product is: [Cl:19][C:5]1[C:6]([NH:8][C:9]2[CH:18]=[CH:17][CH:16]=[CH:15][C:10]=2[C:11]([NH:13][CH3:14])=[O:12])=[CH:7][C:2]([NH:27][C:26]2[N:22]([CH2:20][CH3:21])[N:23]=[C:24]([CH2:28][CH2:29][N:30]3[CH2:34][CH2:33][CH2:32][CH2:31]3)[CH:25]=2)=[N:3][CH:4]=1. (5) Given the reactants [CH2:1]([O:8][C:9]1[CH:14]=[CH:13][C:12]([CH2:15][CH2:16][SH:17])=[CH:11][CH:10]=1)[C:2]1[CH:7]=[CH:6][CH:5]=[CH:4][CH:3]=1.Cl[CH:19]([CH2:24][C:25]1[CH:30]=[CH:29][C:28]([CH2:31][CH2:32][O:33][C:34]2[CH:39]=[CH:38][C:37]([O:40][S:41]([CH3:44])(=[O:43])=[O:42])=[CH:36][CH:35]=2)=[CH:27][CH:26]=1)[C:20]([O:22][CH3:23])=[O:21].C(=O)([O-])[O-].[K+].[K+], predict the reaction product. The product is: [CH2:1]([O:8][C:9]1[CH:10]=[CH:11][C:12]([CH2:15][CH2:16][S:17][CH:19]([CH2:24][C:25]2[CH:30]=[CH:29][C:28]([CH2:31][CH2:32][O:33][C:34]3[CH:35]=[CH:36][C:37]([O:40][S:41]([CH3:44])(=[O:42])=[O:43])=[CH:38][CH:39]=3)=[CH:27][CH:26]=2)[C:20]([O:22][CH3:23])=[O:21])=[CH:13][CH:14]=1)[C:2]1[CH:3]=[CH:4][CH:5]=[CH:6][CH:7]=1. (6) Given the reactants [CH3:1][C:2]1([CH3:10])[CH2:7][CH2:6][CH:5]([CH:8]=O)[CH2:4][CH2:3]1.Cl.[NH2:12][OH:13], predict the reaction product. The product is: [CH3:1][C:2]1([CH3:10])[CH2:7][CH2:6][CH:5]([CH:8]=[N:12][OH:13])[CH2:4][CH2:3]1. (7) Given the reactants Cl[C:2]1[N:7]=[C:6]2[N:8]([CH:11]3[CH2:16][CH2:15][N:14]([CH2:17][C:18]([F:21])([F:20])[F:19])[CH2:13][CH2:12]3)[N:9]=[CH:10][C:5]2=[C:4]([N:22]2[CH2:27][CH2:26][O:25][CH2:24][CH2:23]2)[N:3]=1.[NH2:28][C:29]1[CH:34]=[CH:33][C:32](B2OC(C)(C)C(C)(C)O2)=[CH:31][CH:30]=1.C(=O)([O-])[O-].[Na+].[Na+].COCCOC, predict the reaction product. The product is: [O:25]1[CH2:24][CH2:23][N:22]([C:4]2[N:3]=[C:2]([C:32]3[CH:33]=[CH:34][C:29]([NH2:28])=[CH:30][CH:31]=3)[N:7]=[C:6]3[N:8]([CH:11]4[CH2:16][CH2:15][N:14]([CH2:17][C:18]([F:20])([F:21])[F:19])[CH2:13][CH2:12]4)[N:9]=[CH:10][C:5]=23)[CH2:27][CH2:26]1.